This data is from Catalyst prediction with 721,799 reactions and 888 catalyst types from USPTO. The task is: Predict which catalyst facilitates the given reaction. (1) Reactant: Br[C:2]1[CH:3]=[C:4]([C:12]2[O:13][C:14]3[CH:20]=[C:19]([O:21][CH2:22][C@@H:23]([NH:25][C:26](=[O:28])[CH3:27])[CH3:24])[CH:18]=[CH:17][C:15]=3[N:16]=2)[CH:5]=[C:6]([F:11])[C:7]=1[O:8][CH2:9][CH3:10].C([Sn](CCCC)(CCCC)[C:34]([O:36]CC)=[CH2:35])CCC.Cl.C(=O)([O-])O.[Na+]. Product: [C:34]([C:2]1[CH:3]=[C:4]([C:12]2[O:13][C:14]3[CH:20]=[C:19]([O:21][CH2:22][C@@H:23]([NH:25][C:26](=[O:28])[CH3:27])[CH3:24])[CH:18]=[CH:17][C:15]=3[N:16]=2)[CH:5]=[C:6]([F:11])[C:7]=1[O:8][CH2:9][CH3:10])(=[O:36])[CH3:35]. The catalyst class is: 206. (2) Reactant: [F:1][C:2]1[CH:3]=[C:4]([C:9]2[CH:10]=[C:11]([CH3:34])[C:12]([CH3:33])=[C:13]([CH2:15][NH:16][C:17]3[C:18]([F:32])=[C:19]([CH:28]=[CH:29][C:30]=3[F:31])[O:20][CH2:21][C:22]([O:24]C(C)C)=[O:23])[CH:14]=2)[CH:5]=[C:6]([F:8])[CH:7]=1.[Li+].[OH-]. Product: [F:1][C:2]1[CH:3]=[C:4]([C:9]2[CH:10]=[C:11]([CH3:34])[C:12]([CH3:33])=[C:13]([CH2:15][NH:16][C:17]3[C:18]([F:32])=[C:19]([CH:28]=[CH:29][C:30]=3[F:31])[O:20][CH2:21][C:22]([OH:24])=[O:23])[CH:14]=2)[CH:5]=[C:6]([F:8])[CH:7]=1. The catalyst class is: 1.